Dataset: Catalyst prediction with 721,799 reactions and 888 catalyst types from USPTO. Task: Predict which catalyst facilitates the given reaction. (1) Reactant: [Cl:1][C:2]1[CH:7]=[CH:6][C:5]([C:8]2[N:9]=[C:10]([N:18]3[CH:22]=[CH:21][N:20]=[C:19]3[S:23]([CH3:26])(=[O:25])=[O:24])[O:11][C:12]=2[CH2:13][CH2:14][C:15]([OH:17])=O)=[CH:4][CH:3]=1.ON1C2N=CC=CC=2N=N1.C(N=C=NCCCN(C)C)C.[CH3:48][N:49]1[CH2:54][CH2:53][CH:52]([CH2:55][N:56]2[CH2:61][CH2:60][NH:59][CH2:58][CH2:57]2)[CH2:51][CH2:50]1. Product: [Cl:1][C:2]1[CH:3]=[CH:4][C:5]([C:8]2[N:9]=[C:10]([N:18]3[CH:22]=[CH:21][N:20]=[C:19]3[S:23]([CH3:26])(=[O:25])=[O:24])[O:11][C:12]=2[CH2:13][CH2:14][C:15]([N:59]2[CH2:58][CH2:57][N:56]([CH2:55][CH:52]3[CH2:53][CH2:54][N:49]([CH3:48])[CH2:50][CH2:51]3)[CH2:61][CH2:60]2)=[O:17])=[CH:6][CH:7]=1. The catalyst class is: 145. (2) Reactant: [Br:1][C:2]1[CH:11]=[C:10]2[C:5]([C:6]([CH:14]([C:22]#[N:23])C(OC(C)(C)C)=O)=[C:7]([C:12]#[N:13])[CH:8]=[N:9]2)=[CH:4][CH:3]=1.[NH:24]1[CH:28]=[CH:27][N:26]=[CH:25]1.Cl.N1C=CC=CC=1. Product: [Br:1][C:2]1[CH:3]=[CH:4][C:5]2[C:6]3[C:7](=[C:12]([NH2:13])[N:23]=[C:22]([N:24]4[CH:28]=[CH:27][N:26]=[CH:25]4)[CH:14]=3)[CH:8]=[N:9][C:10]=2[CH:11]=1. The catalyst class is: 6.